From a dataset of Reaction yield outcomes from USPTO patents with 853,638 reactions. Predict the reaction yield, written as a fraction of the theoretical maximum amount of product (1.0 means a 100% yield; for example, 0.34 means a 34% yield). (1) The reactants are [CH2:1]([C:3]1[CH:4]=[CH:5][CH:6]=[C:7]2[C:11]=1[NH:10][C:9]([CH2:12][OH:13])=[C:8]2[CH3:14])[CH3:2]. The catalyst is ClCCl.[O-2].[Mn+4].[O-2]. The product is [CH2:1]([C:3]1[CH:4]=[CH:5][CH:6]=[C:7]2[C:11]=1[NH:10][C:9]([CH:12]=[O:13])=[C:8]2[CH3:14])[CH3:2]. The yield is 0.650. (2) The reactants are C([O:3][C:4]([C:6]1([NH:15][C:16](=[O:29])[C:17]2[CH:22]=[CH:21][CH:20]=[C:19]([CH3:23])[C:18]=2[O:24][CH:25]2[CH2:28][CH2:27][CH2:26]2)[CH2:14][C:13]2[C:8](=[CH:9][CH:10]=[CH:11][CH:12]=2)[CH2:7]1)=[O:5])C.[OH-].[K+].O. The catalyst is CCO. The product is [CH:25]1([O:24][C:18]2[C:19]([CH3:23])=[CH:20][CH:21]=[CH:22][C:17]=2[C:16]([NH:15][C:6]2([C:4]([OH:5])=[O:3])[CH2:7][C:8]3[C:13](=[CH:12][CH:11]=[CH:10][CH:9]=3)[CH2:14]2)=[O:29])[CH2:28][CH2:27][CH2:26]1. The yield is 0.810.